This data is from Full USPTO retrosynthesis dataset with 1.9M reactions from patents (1976-2016). The task is: Predict the reactants needed to synthesize the given product. Given the product [Br:1][C:2]1[CH:7]=[CH:6][C:5]([S:22][C:17]2[CH:18]=[CH:19][CH:20]=[CH:21][C:16]=2[F:15])=[C:4]([F:9])[CH:3]=1, predict the reactants needed to synthesize it. The reactants are: [Br:1][C:2]1[CH:7]=[CH:6][C:5](I)=[C:4]([F:9])[CH:3]=1.C([Mg]Cl)(C)C.[F:15][C:16]1[CH:21]=[CH:20][CH:19]=[CH:18][C:17]=1[S:22][S:22][C:17]1[CH:18]=[CH:19][CH:20]=[CH:21][C:16]=1[F:15].